Task: Predict the product of the given reaction.. Dataset: Forward reaction prediction with 1.9M reactions from USPTO patents (1976-2016) (1) Given the reactants [CH2:1]([O:8][C:9]1[CH:15]=[CH:14][C:12]([NH2:13])=[CH:11][CH:10]=1)[C:2]1[CH:7]=[CH:6][CH:5]=[CH:4][CH:3]=1.CCN(C(C)C)C(C)C.F[C:26]1[C:31]([C:32]([O:34][CH3:35])=[O:33])=[C:30]([C:36]([F:39])([F:38])[F:37])[CH:29]=[CH:28][N:27]=1.O, predict the reaction product. The product is: [CH2:1]([O:8][C:9]1[CH:10]=[CH:11][C:12]([NH:13][C:26]2[C:31]([C:32]([O:34][CH3:35])=[O:33])=[C:30]([C:36]([F:37])([F:38])[F:39])[CH:29]=[CH:28][N:27]=2)=[CH:14][CH:15]=1)[C:2]1[CH:3]=[CH:4][CH:5]=[CH:6][CH:7]=1. (2) Given the reactants [CH:1]([O:4][C:5](=[O:15])[C:6]1[CH:11]=[CH:10][C:9]([Br:12])=[CH:8][C:7]=1[CH2:13]Br)([CH3:3])[CH3:2].[CH:16]1([NH2:19])[CH2:18][CH2:17]1, predict the reaction product. The product is: [CH:1]([O:4][C:5](=[O:15])[C:6]1[CH:11]=[CH:10][C:9]([Br:12])=[CH:8][C:7]=1[CH2:13][NH:19][CH:16]1[CH2:18][CH2:17]1)([CH3:3])[CH3:2]. (3) Given the reactants ClC(Cl)(Cl)C(Cl)(Cl)Cl.C([NH:19][C@H:20]([C:22](O)=[O:23])[CH3:21])(OCC1C=CC=CC=1)=O.C1(P(C2C=CC=CC=2)C2C=CC=CC=2)C=CC=CC=1.O.[NH2:45][C@H:46]([C:52]([OH:54])=[O:53])[CH2:47][CH2:48][C:49](=[O:51])[NH2:50].[OH-].[Na+].C(=O)([O-])[O-].[K+].[K+].Cl, predict the reaction product. The product is: [NH2:19][C@H:20]([C:22]([NH:45][C@H:46]([C:52]([OH:54])=[O:53])[CH2:47][CH2:48][C:49](=[O:51])[NH2:50])=[O:23])[CH3:21]. (4) Given the reactants [CH2:1]([O:8][CH2:9][C@H:10]([NH:14][S:15]([C:18]1[C:27]2[C:22](=[CH:23][CH:24]=[CH:25][CH:26]=2)[C:21]([CH3:28])=[CH:20][CH:19]=1)(=[O:17])=[O:16])[C:11]([OH:13])=O)[C:2]1[CH:7]=[CH:6][CH:5]=[CH:4][CH:3]=1.C1CCC(N=C=NC2CCCCC2)CC1.[NH2:44][CH2:45][C:46]([NH2:49])([CH3:48])[CH3:47], predict the reaction product. The product is: [NH2:49][C:46]([CH3:48])([CH3:47])[CH2:45][NH:44][C:11]([C@@H:10]([NH:14][S:15]([C:18]1[C:27]2[C:22](=[CH:23][CH:24]=[CH:25][CH:26]=2)[C:21]([CH3:28])=[CH:20][CH:19]=1)(=[O:16])=[O:17])[CH2:9][O:8][CH2:1][C:2]1[CH:7]=[CH:6][CH:5]=[CH:4][CH:3]=1)=[O:13].